This data is from CYP1A2 inhibition data for predicting drug metabolism from PubChem BioAssay. The task is: Regression/Classification. Given a drug SMILES string, predict its absorption, distribution, metabolism, or excretion properties. Task type varies by dataset: regression for continuous measurements (e.g., permeability, clearance, half-life) or binary classification for categorical outcomes (e.g., BBB penetration, CYP inhibition). Dataset: cyp1a2_veith. (1) The drug is O=C(CC1c2ccccc2Oc2ccccc21)N1CCN(c2ccccn2)CC1. The result is 1 (inhibitor). (2) The compound is CC(C)COP(=O)(c1ccc(N(C)C)cc1)C(O)c1ccccc1F. The result is 0 (non-inhibitor). (3) The molecule is CCOC(=O)C1CCCN(C(=O)CCn2nc(-c3ccccc3)ccc2=O)C1. The result is 0 (non-inhibitor). (4) The molecule is O=c1c2cnn(-c3ccccc3)c2nc(-c2cccs2)n1-c1ccc(Br)cc1. The result is 0 (non-inhibitor). (5) The compound is CO[C@@H]1COC(=O)[C@H](CCSC)NC(=O)C/C=C\[C@@H](C)COC(=O)[C@@H]2CCCN2C(=O)C/C=C\[C@H]1C. The result is 0 (non-inhibitor).